Dataset: Retrosynthesis with 50K atom-mapped reactions and 10 reaction types from USPTO. Task: Predict the reactants needed to synthesize the given product. Given the product Clc1cc(-c2cccc3ccsc23)ccn1, predict the reactants needed to synthesize it. The reactants are: Brc1cccc2ccsc12.CC1(C)OB(c2ccnc(Cl)c2)OC1(C)C.